From a dataset of Reaction yield outcomes from USPTO patents with 853,638 reactions. Predict the reaction yield, written as a fraction of the theoretical maximum amount of product (1.0 means a 100% yield; for example, 0.34 means a 34% yield). (1) The reactants are Br[C:2]1[CH:3]=[C:4]2[C:8](=[CH:9][CH:10]=1)[CH2:7][N:6]([C:11]([O:13][C:14]([CH3:17])([CH3:16])[CH3:15])=[O:12])[CH2:5]2.[B:18]1([B:18]2[O:22][C:21]([CH3:24])([CH3:23])[C:20]([CH3:26])([CH3:25])[O:19]2)[O:22][C:21]([CH3:24])([CH3:23])[C:20]([CH3:26])([CH3:25])[O:19]1.C([O-])(=O)C.[K+]. The catalyst is CN(C=O)C.CCOC(C)=O. The product is [CH3:25][C:20]1([CH3:26])[C:21]([CH3:24])([CH3:23])[O:22][B:18]([C:2]2[CH:3]=[C:4]3[C:8](=[CH:9][CH:10]=2)[CH2:7][N:6]([C:11]([O:13][C:14]([CH3:17])([CH3:16])[CH3:15])=[O:12])[CH2:5]3)[O:19]1. The yield is 0.720. (2) The reactants are [Br:1][C:2]1[CH:3]=[CH:4][C:5]([F:38])=[C:6]([C@:8]2([CH2:36][F:37])[C@H:14]3[C@:12]([C:15](OCC)=[O:16])([CH2:13]3)[S:11][C:10]([N:20]([C:29]([O:31][C:32]([CH3:35])([CH3:34])[CH3:33])=[O:30])[CH2:21][O:22][CH2:23][CH2:24][Si:25]([CH3:28])([CH3:27])[CH3:26])=[N:9]2)[CH:7]=1.[BH4-].[Li+].CO. The product is [C:32]([O:31][C:29](=[O:30])[N:20]([C:10]1[S:11][C@:12]2([CH2:15][OH:16])[C@H:14]([C@:8]([C:6]3[CH:7]=[C:2]([Br:1])[CH:3]=[CH:4][C:5]=3[F:38])([CH2:36][F:37])[N:9]=1)[CH2:13]2)[CH2:21][O:22][CH2:23][CH2:24][Si:25]([CH3:26])([CH3:27])[CH3:28])([CH3:35])([CH3:33])[CH3:34]. The yield is 0.990. The catalyst is C1COCC1. (3) The reactants are [N+:1]([C:4]1[CH:9]=[C:8]([CH2:10][CH2:11][CH2:12][CH2:13][CH2:14][CH2:15][CH2:16][CH3:17])[CH:7]=[CH:6][C:5]=1[OH:18])([O-])=O. The catalyst is C(O)(=O)C.O.[Fe]. The product is [NH2:1][C:4]1[CH:9]=[C:8]([CH2:10][CH2:11][CH2:12][CH2:13][CH2:14][CH2:15][CH2:16][CH3:17])[CH:7]=[CH:6][C:5]=1[OH:18]. The yield is 0.670. (4) The reactants are [Br:1]Br.[N:3]1[C:8]2[NH:9][C:10](=[O:14])[CH2:11][CH2:12][CH2:13][C:7]=2[CH:6]=[CH:5][CH:4]=1. The catalyst is C(Cl)Cl. The product is [Br:1][C:5]1[CH:4]=[N:3][C:8]2[NH:9][C:10](=[O:14])[CH2:11][CH2:12][CH2:13][C:7]=2[CH:6]=1. The yield is 0.560. (5) The reactants are [CH:1]1([O:7][CH:8]([C:12]2[CH:17]=[CH:16][C:15]([Cl:18])=[C:14]([Cl:19])[CH:13]=2)[C:9](O)=[O:10])[CH2:6][CH2:5][CH2:4][CH2:3][CH2:2]1.C(Cl)(=O)C(Cl)=O.C[Si](C)(C)[NH:28][Si](C)(C)C. The catalyst is ClCCl.CN(C)C=O. The product is [CH:1]1([O:7][CH:8]([C:12]2[CH:17]=[CH:16][C:15]([Cl:18])=[C:14]([Cl:19])[CH:13]=2)[C:9]([NH2:28])=[O:10])[CH2:6][CH2:5][CH2:4][CH2:3][CH2:2]1. The yield is 0.760.